This data is from Catalyst prediction with 721,799 reactions and 888 catalyst types from USPTO. The task is: Predict which catalyst facilitates the given reaction. (1) Reactant: C([O:8][C:9]1[C:10]([O:34][CH3:35])=[CH:11][C:12]2[C:18](=[O:19])[N:17]3[CH2:20][C:21](=[O:23])[CH2:22][CH:16]3[C:15](=[O:24])[N:14]([CH2:25][O:26][CH2:27][CH2:28][Si:29]([CH3:32])([CH3:31])[CH3:30])[C:13]=2[CH:33]=1)C1C=CC=CC=1. Product: [OH:8][C:9]1[C:10]([O:34][CH3:35])=[CH:11][C:12]2[C:18](=[O:19])[N:17]3[CH2:20][C:21](=[O:23])[CH2:22][CH:16]3[C:15](=[O:24])[N:14]([CH2:25][O:26][CH2:27][CH2:28][Si:29]([CH3:30])([CH3:31])[CH3:32])[C:13]=2[CH:33]=1. The catalyst class is: 320. (2) The catalyst class is: 10. Reactant: [Cl:1][C:2]1[C:3]([CH3:10])=[C:4]([CH:7]=[CH:8][CH:9]=1)[CH2:5]Cl.C(=O)([O-])[O-].[K+].[K+].[K].[C:18]1(=[O:28])[NH:22][C:21](=[O:23])[C:20]2=[CH:24][CH:25]=[CH:26][CH:27]=[C:19]12.O. Product: [Cl:1][C:2]1[C:3]([CH3:10])=[C:4]([CH:7]=[CH:8][CH:9]=1)[CH2:5][N:22]1[C:21](=[O:23])[C:20]2=[CH:24][CH:25]=[CH:26][CH:27]=[C:19]2[C:18]1=[O:28]. (3) Reactant: [CH3:1][O:2][C:3]1[N:8]=[C:7]([O:9][CH3:10])[C:6]([C:11]([OH:13])=[O:12])=[CH:5][N:4]=1.[CH2:14](N(CC)CC)C. Product: [CH3:1][O:2][C:3]1[N:8]=[C:7]([O:9][CH3:10])[C:6]([C:11]([O:13][CH3:14])=[O:12])=[CH:5][N:4]=1. The catalyst class is: 9.